The task is: Predict the reactants needed to synthesize the given product.. This data is from Full USPTO retrosynthesis dataset with 1.9M reactions from patents (1976-2016). (1) Given the product [CH3:24][O:25][CH2:26][CH2:27][N:28]([CH3:36])[C:29]1[N:30]=[CH:31][C:32]([NH:35][C:15]([C:13]2[N:14]=[C:10]([C:5]3[CH:6]=[CH:7][CH:8]=[CH:9][C:4]=3[O:3][C:2]([F:22])([F:1])[F:23])[O:11][C:12]=2[C:18]([F:20])([F:21])[F:19])=[O:16])=[CH:33][N:34]=1, predict the reactants needed to synthesize it. The reactants are: [F:1][C:2]([F:23])([F:22])[O:3][C:4]1[CH:9]=[CH:8][CH:7]=[CH:6][C:5]=1[C:10]1[O:11][C:12]([C:18]([F:21])([F:20])[F:19])=[C:13]([C:15](O)=[O:16])[N:14]=1.[CH3:24][O:25][CH2:26][CH2:27][N:28]([CH3:36])[C:29]1[N:34]=[CH:33][C:32]([NH2:35])=[CH:31][N:30]=1. (2) The reactants are: [F:1][C:2]1[CH:36]=[CH:35][CH:34]=[C:33]([F:37])[C:3]=1[CH2:4][C:5]1[CH:10]=[CH:9][CH:8]=[C:7]([O:11][CH3:12])[C:6]=1[N:13]([S:20]([C:23]1[CH:28]=[CH:27][C:26]([O:29][CH3:30])=[C:25]([O:31][CH3:32])[CH:24]=1)(=[O:22])=[O:21])[CH2:14][C:15]([O:17]CC)=[O:16].[OH-].[Na+]. Given the product [F:1][C:2]1[CH:36]=[CH:35][CH:34]=[C:33]([F:37])[C:3]=1[CH2:4][C:5]1[CH:10]=[CH:9][CH:8]=[C:7]([O:11][CH3:12])[C:6]=1[N:13]([S:20]([C:23]1[CH:28]=[CH:27][C:26]([O:29][CH3:30])=[C:25]([O:31][CH3:32])[CH:24]=1)(=[O:22])=[O:21])[CH2:14][C:15]([OH:17])=[O:16], predict the reactants needed to synthesize it. (3) The reactants are: O.[OH-].[Li+].C[O:5][C:6](=[O:40])[C@H:7]([CH2:15][C:16]1[CH:21]=[C:20]([I:22])[C:19]([O:23][CH2:24][C:25]2[CH:30]=[CH:29][C:28]([O:31][C:32]3[CH:37]=[CH:36][C:35]([OH:38])=[CH:34][CH:33]=3)=[CH:27][CH:26]=2)=[C:18]([I:39])[CH:17]=1)[NH:8]C(=O)C(F)(F)F.Cl. Given the product [OH:38][C:35]1[CH:34]=[CH:33][C:32]([O:31][C:28]2[CH:29]=[CH:30][C:25]([CH2:24][O:23][C:19]3[C:18]([I:39])=[CH:17][C:16]([CH2:15][C@@H:7]([C:6]([OH:40])=[O:5])[NH2:8])=[CH:21][C:20]=3[I:22])=[CH:26][CH:27]=2)=[CH:37][CH:36]=1, predict the reactants needed to synthesize it.